Dataset: Forward reaction prediction with 1.9M reactions from USPTO patents (1976-2016). Task: Predict the product of the given reaction. (1) Given the reactants [F:1][C:2]([F:24])([F:23])[O:3][C:4]1[CH:9]=[CH:8][C:7]([N:10]2[C:14]3[CH:15]=[C:16]([C:19]([NH:21][NH2:22])=[O:20])[CH:17]=[CH:18][C:13]=3[N:12]=[CH:11]2)=[CH:6][CH:5]=1.[C:25]([O:28][C:29]([CH3:34])([CH3:33])[C:30](Cl)=[O:31])(=[O:27])[CH3:26], predict the reaction product. The product is: [C:25]([O:28][C:29]([CH3:34])([CH3:33])[C:30](=[O:31])[NH:22][NH:21][C:19]([C:16]1[CH:17]=[CH:18][C:13]2[N:12]=[CH:11][N:10]([C:7]3[CH:6]=[CH:5][C:4]([O:3][C:2]([F:1])([F:23])[F:24])=[CH:9][CH:8]=3)[C:14]=2[CH:15]=1)=[O:20])(=[O:27])[CH3:26]. (2) Given the reactants [Cl:1][C:2]1[CH:3]=[CH:4][C:5]([O:24][CH3:25])=[C:6]([S:8]([N:11]2[C:16]3[CH:17]=[C:18]([C:21]([OH:23])=O)[CH:19]=[CH:20][C:15]=3[O:14][CH2:13][CH2:12]2)(=[O:10])=[O:9])[CH:7]=1.C(N(CC)C(C)C)(C)C.F[P-](F)(F)(F)(F)F.Br[P+](N1CCCC1)(N1CCCC1)N1CCCC1.[NH2:59][C:60]1[CH:67]=[CH:66][C:63]([C:64]#[N:65])=[CH:62][CH:61]=1, predict the reaction product. The product is: [C:64]([C:63]1[CH:66]=[CH:67][C:60]([NH:59][C:21]([C:18]2[CH:19]=[CH:20][C:15]3[O:14][CH2:13][CH2:12][N:11]([S:8]([C:6]4[CH:7]=[C:2]([Cl:1])[CH:3]=[CH:4][C:5]=4[O:24][CH3:25])(=[O:10])=[O:9])[C:16]=3[CH:17]=2)=[O:23])=[CH:61][CH:62]=1)#[N:65]. (3) Given the reactants [CH3:1][N:2]1[CH2:7][CH:6]([OH:8])[C:5]2[CH:9]=[CH:10][O:11][C:4]=2[CH2:3]1.[Cl:12][C:13]1[CH:18]=[CH:17][C:16](F)=[CH:15][C:14]=1[N+:20]([O-:22])=[O:21], predict the reaction product. The product is: [Cl:12][C:13]1[CH:18]=[CH:17][C:16]([O:8][CH:6]2[CH2:7][N:2]([CH3:1])[CH2:3][C:4]3[O:11][CH:10]=[CH:9][C:5]2=3)=[CH:15][C:14]=1[N+:20]([O-:22])=[O:21]. (4) Given the reactants [CH2:1]([C:8]1[O:12][N:11]=[C:10]([C:13]([O:15]CC)=O)[N:9]=1)[C:2]1[CH:7]=[CH:6][CH:5]=[CH:4][CH:3]=1.Cl.[Cl:19][C:20]1[CH:21]=[C:22]2[C:26](=[CH:27][CH:28]=1)[NH:25][CH:24]=[C:23]2[CH2:29][CH2:30][NH2:31].CN(C(ON1N=NC2C=CC=NC1=2)=[N+](C)C)C.F[P-](F)(F)(F)(F)F.C(N(CC)C(C)C)(C)C, predict the reaction product. The product is: [CH2:1]([C:8]1[O:12][N:11]=[C:10]([C:13]([NH:31][CH2:30][CH2:29][C:23]2[C:22]3[C:26](=[CH:27][CH:28]=[C:20]([Cl:19])[CH:21]=3)[NH:25][CH:24]=2)=[O:15])[N:9]=1)[C:2]1[CH:3]=[CH:4][CH:5]=[CH:6][CH:7]=1. (5) Given the reactants C[O:2][C:3]1[CH:8]=[CH:7][C:6]([C:9]2[S:13][CH:12]=[N:11][CH:10]=2)=[CH:5][CH:4]=1.Br, predict the reaction product. The product is: [S:13]1[C:9]([C:6]2[CH:5]=[CH:4][C:3]([OH:2])=[CH:8][CH:7]=2)=[CH:10][N:11]=[CH:12]1. (6) Given the reactants [CH2:1]([C@H:8]([NH:21][C:22](=[O:31])[O:23][CH2:24][C:25]1[CH:30]=[CH:29][CH:28]=[CH:27][CH:26]=1)[C:9]([NH:11][CH2:12][CH2:13][CH:14](OCC)[O:15]CC)=[O:10])[C:2]1[CH:7]=[CH:6][CH:5]=[CH:4][CH:3]=1.Cl, predict the reaction product. The product is: [CH2:1]([C@H:8]([NH:21][C:22](=[O:31])[O:23][CH2:24][C:25]1[CH:30]=[CH:29][CH:28]=[CH:27][CH:26]=1)[C:9](=[O:10])[NH:11][CH2:12][CH2:13][CH:14]=[O:15])[C:2]1[CH:3]=[CH:4][CH:5]=[CH:6][CH:7]=1. (7) Given the reactants [CH3:1][O:2][C:3]1[C:4]([CH2:13][CH:14]=[CH2:15])=[C:5]([CH:10]=[CH:11][CH:12]=1)[C:6]([O:8]C)=[O:7], predict the reaction product. The product is: [CH3:1][O:2][C:3]1[C:4]([CH2:13][CH2:14][CH3:15])=[C:5]([CH:10]=[CH:11][CH:12]=1)[C:6]([OH:8])=[O:7]. (8) Given the reactants [CH3:1][C:2]1[O:6][N:5]=[C:4]([C:7]2[CH:13]=[CH:12][C:10]([NH2:11])=[CH:9][CH:8]=2)[N:3]=1.[C:14]([O:17]C(=O)C)(=O)[CH3:15].[N+:21]([O-])([OH:23])=[O:22], predict the reaction product. The product is: [CH3:1][C:2]1[O:6][N:5]=[C:4]([C:7]2[CH:13]=[CH:12][C:10]([NH:11][C:14](=[O:17])[CH3:15])=[C:9]([N+:21]([O-:23])=[O:22])[CH:8]=2)[N:3]=1.